Dataset: Full USPTO retrosynthesis dataset with 1.9M reactions from patents (1976-2016). Task: Predict the reactants needed to synthesize the given product. The reactants are: [H-].[Na+].[C:3]([O:7][C:8]([N:10]1[CH2:15][CH2:14][C:13]([CH2:17][N:18]([CH3:20])[CH3:19])([OH:16])[CH2:12][CH2:11]1)=[O:9])([CH3:6])([CH3:5])[CH3:4].[CH3:21]I. Given the product [C:3]([O:7][C:8]([N:10]1[CH2:11][CH2:12][C:13]([CH2:17][N:18]([CH3:20])[CH3:19])([O:16][CH3:21])[CH2:14][CH2:15]1)=[O:9])([CH3:6])([CH3:5])[CH3:4], predict the reactants needed to synthesize it.